From a dataset of Peptide-MHC class II binding affinity with 134,281 pairs from IEDB. Regression. Given a peptide amino acid sequence and an MHC pseudo amino acid sequence, predict their binding affinity value. This is MHC class II binding data. (1) The binding affinity (normalized) is 0.262. The MHC is DRB3_0202 with pseudo-sequence DRB3_0202. The peptide sequence is IPTAFKIGKTYTPEE. (2) The peptide sequence is FDQRLGAYEHKNRSR. The MHC is DRB1_0101 with pseudo-sequence DRB1_0101. The binding affinity (normalized) is 0.128.